From a dataset of Full USPTO retrosynthesis dataset with 1.9M reactions from patents (1976-2016). Predict the reactants needed to synthesize the given product. (1) Given the product [NH2:13][C@H:10]1[CH2:9][CH2:8][C:7]2[C:6]([N:20]3[CH2:21][CH2:22][N:23]([C:26]([O:28][C:29]([CH3:30])([CH3:31])[CH3:32])=[O:27])[CH2:24][CH2:25]3)=[CH:5][CH:4]=[C:3]([O:2][CH3:1])[C:12]=2[CH2:11]1, predict the reactants needed to synthesize it. The reactants are: [CH3:1][O:2][C:3]1[C:12]2[CH2:11][C@@H:10]([NH:13]C(=O)C(F)(F)F)[CH2:9][CH2:8][C:7]=2[C:6]([N:20]2[CH2:25][CH2:24][N:23]([C:26]([O:28][C:29]([CH3:32])([CH3:31])[CH3:30])=[O:27])[CH2:22][CH2:21]2)=[CH:5][CH:4]=1.[OH-].[Na+]. (2) Given the product [Br:15][CH2:7][C:4]1[CH:5]=[CH:6][C:1]([C:9]2[CH:14]=[CH:13][CH:12]=[CH:11][CH:10]=2)=[CH:2][CH:3]=1, predict the reactants needed to synthesize it. The reactants are: [C:1]1([C:9]2[CH:14]=[CH:13][CH:12]=[CH:11][CH:10]=2)[CH:6]=[CH:5][C:4]([CH2:7]O)=[CH:3][CH:2]=1.[Br-:15].[Li+].O. (3) Given the product [C:49]([CH2:48][C@H:47]([NH:46][C:68]([C:70]1[CH:71]=[CH:72][C:18]([CH3:19])=[C:20]([C:3]2[C:4]([C:5]([OH:7])=[O:6])=[CH:8][CH:9]=[CH:10][CH:2]=2)[CH:75]=1)=[O:67])[CH2:52][C:53]1[CH:58]=[CH:57][CH:56]=[CH:55][C:54]=1[C:59]([F:60])([F:61])[F:62])([OH:51])=[O:50], predict the reactants needed to synthesize it. The reactants are: Br[C:2]1[CH:3]=[C:4]([CH:8]=[CH:9][C:10]=1C)[C:5]([OH:7])=[O:6].CCN([CH:18]([CH3:20])[CH3:19])C(C)C.CN(C(ON1N=NC2C=CC=NC1=2)=[N+](C)C)C.F[P-](F)(F)(F)(F)F.Cl.[NH2:46][C@H:47]([CH2:52][C:53]1[CH:58]=[CH:57][CH:56]=[CH:55][C:54]=1[C:59]([F:62])([F:61])[F:60])[CH2:48][C:49]([OH:51])=[O:50].C([O:67][C:68]([C:70]1[CH:75]=CC=[CH:72][C:71]=1B1OC(C)(C)C(C)(C)O1)=O)(C)(C)C.C([O-])([O-])=O.[K+].[K+].Cl.C(O)(C(F)(F)F)=O. (4) Given the product [NH:19]([C:2]1[C:11]2[N:12]=[CH:13][N:14]([CH2:15][CH:16]([CH3:18])[CH3:17])[C:10]=2[C:9]2[CH:8]=[CH:7][CH:6]=[CH:5][C:4]=2[N:3]=1)[NH2:20], predict the reactants needed to synthesize it. The reactants are: Cl[C:2]1[C:11]2[N:12]=[CH:13][N:14]([CH2:15][CH:16]([CH3:18])[CH3:17])[C:10]=2[C:9]2[CH:8]=[CH:7][CH:6]=[CH:5][C:4]=2[N:3]=1.[NH2:19][NH2:20].C(O)(=O)C. (5) Given the product [O:10]1[C:6]2[CH:5]=[CH:4][N:3]=[C:2]([NH2:76])[C:7]=2[CH:8]=[CH:9]1, predict the reactants needed to synthesize it. The reactants are: Cl[C:2]1[C:7]2[CH:8]=[CH:9][O:10][C:6]=2[CH:5]=[CH:4][N:3]=1.C1C=CC(P(C2C(C3C(P(C4C=CC=CC=4)C4C=CC=CC=4)=CC=C4C=3C=CC=C4)=C3C(C=CC=C3)=CC=2)C2C=CC=CC=2)=CC=1.CC(C)([O-])C.[Na+].C(=[NH:76])(C1C=CC=CC=1)C1C=CC=CC=1.NO. (6) Given the product [O:1]=[C:2]1[CH2:3][CH2:4][CH2:5][N:6]([C:9]([O:11][C:12]([CH3:15])([CH3:14])[CH3:13])=[O:10])[CH2:7][CH2:8]1, predict the reactants needed to synthesize it. The reactants are: [O:1]=[C:2]1[CH2:8][CH2:7][N:6]([C:9]([O:11][C:12]([CH3:15])([CH3:14])[CH3:13])=[O:10])[CH2:5][CH2:4][CH:3]1C(OCC)=O.[OH-].[Na+].Cl. (7) Given the product [C:6]1([N+:14]([O-:15])=[CH:8][CH2:9][CH2:10][CH2:11][CH2:12][CH3:13])[CH:5]=[CH:4][CH:3]=[CH:2][CH:1]=1, predict the reactants needed to synthesize it. The reactants are: [CH:1](=O)[CH2:2][CH2:3][CH2:4][CH2:5][CH3:6].[C:8]1([NH:14][OH:15])[CH:13]=[CH:12][CH:11]=[CH:10][CH:9]=1.